Predict which catalyst facilitates the given reaction. From a dataset of Catalyst prediction with 721,799 reactions and 888 catalyst types from USPTO. Reactant: [NH:1]([C:10]([O:12][C:13]([CH3:16])([CH3:15])[CH3:14])=[O:11])[C@H:2]([C:7]([OH:9])=O)[C:3]([CH3:6])([CH3:5])[CH3:4].CCN(C(C)C)C(C)C.CN(C(ON1N=NC2C=CC=NC1=2)=[N+](C)C)C.F[P-](F)(F)(F)(F)F.[NH:50]1[C:54]2=[N:55][CH:56]=[CH:57][CH:58]=[C:53]2[C:52]([CH2:59][CH:60]2[CH:64]([O:65][C:66](=[O:68])[CH3:67])[CH2:63][CH2:62][NH:61]2)=[CH:51]1. Product: [C:13]([O:12][C:10]([NH:1][CH:2]([C:3]([CH3:4])([CH3:5])[CH3:6])[C:7]([N:61]1[CH2:62][CH2:63][CH:64]([O:65][C:66](=[O:68])[CH3:67])[CH:60]1[CH2:59][C:52]1[C:53]2[C:54](=[N:55][CH:56]=[CH:57][CH:58]=2)[NH:50][CH:51]=1)=[O:9])=[O:11])([CH3:16])([CH3:15])[CH3:14]. The catalyst class is: 31.